Predict the reactants needed to synthesize the given product. From a dataset of Full USPTO retrosynthesis dataset with 1.9M reactions from patents (1976-2016). (1) Given the product [CH3:18][N:19]1[CH2:24][CH2:23][N:22]([C:2]2[CH:3]=[CH:4][C:5]([N+:15]([O-:17])=[O:16])=[C:6]([NH:8][C:9]3[CH:14]=[CH:13][CH:12]=[CH:11][CH:10]=3)[CH:7]=2)[CH2:21][CH2:20]1, predict the reactants needed to synthesize it. The reactants are: Br[C:2]1[CH:3]=[CH:4][C:5]([N+:15]([O-:17])=[O:16])=[C:6]([NH:8][C:9]2[CH:14]=[CH:13][CH:12]=[CH:11][CH:10]=2)[CH:7]=1.[CH3:18][N:19]1[CH2:24][CH2:23][NH:22][CH2:21][CH2:20]1. (2) Given the product [CH3:19][C:18]([CH3:21])([CH3:20])[CH2:17][O:16][C:8]1[CH:9]=[CH:10][C:11]2[O:12][C:13]3[C:4](=[CH:3][C:2]([N:65]4[CH2:70][CH2:69][O:68][CH2:67][CH2:66]4)=[CH:15][CH:14]=3)[C@@:5]3([CH2:25][O:24][C:23]([NH2:26])=[N:22]3)[C:6]=2[CH:7]=1, predict the reactants needed to synthesize it. The reactants are: Br[C:2]1[CH:15]=[CH:14][C:13]2[O:12][C:11]3[C:6](=[CH:7][C:8]([O:16][CH2:17][C:18]([CH3:21])([CH3:20])[CH3:19])=[CH:9][CH:10]=3)[C@:5]3([CH2:25][O:24][C:23]([NH2:26])=[N:22]3)[C:4]=2[CH:3]=1.CN(C1C(C2C(P(C3CCCCC3)C3CCCCC3)=CC=CC=2)=CC=CC=1)C.C[Si]([N-][Si](C)(C)C)(C)C.[Li+].[NH:65]1[CH2:70][CH2:69][O:68][CH2:67][CH2:66]1.